From a dataset of Choline transporter screen with 302,306 compounds. Binary Classification. Given a drug SMILES string, predict its activity (active/inactive) in a high-throughput screening assay against a specified biological target. (1) The result is 0 (inactive). The molecule is O=C(NNC(=O)c1c(occ1)C)C1CC1. (2) The compound is O=C(Cn1nnc2c1cccc2)c1cc([N+]([O-])=O)c(cc1)C. The result is 0 (inactive). (3) The compound is Clc1c(C(=O)Nc2cc(ccc2)C(=O)N\N=C\c2ccc(F)cc2)cccc1. The result is 0 (inactive).